This data is from Catalyst prediction with 721,799 reactions and 888 catalyst types from USPTO. The task is: Predict which catalyst facilitates the given reaction. (1) Reactant: [F:1][C:2]([F:28])([F:27])[S:3]([C:6]1([OH:26])[C:19]2[O:20][C@@H:16]3[C@@:17]45[CH2:21][CH2:22][N:23]([CH3:24])[C@@H:11]([C@@H:12]4[CH:13]=[CH:14][C@@H:15]3[OH:25])[CH2:10][C:9]([C:18]5=2)=[CH:8][CH2:7]1)(=[O:5])=[O:4].[C:29]([O-:32])(O)=[O:30].[Na+].ClC(OC)=O. Product: [C:29](=[O:30])([OH:32])[NH2:23].[F:28][C:2]([F:1])([F:27])[S:3]([C:6]1([OH:26])[C:19]2[O:20][C@@H:16]3[C@@:17]45[CH2:21][CH2:22][N:23]([CH3:24])[C@@H:11]([C@@H:12]4[CH:13]=[CH:14][C@@H:15]3[OH:25])[CH2:10][C:9]([C:18]5=2)=[CH:8][CH2:7]1)(=[O:5])=[O:4]. The catalyst class is: 22. (2) Reactant: [CH3:1][O:2][CH:3]1[O:8][CH2:7][C:6](=[O:9])[CH:5]=[CH:4]1.[Br:10]Br.C(N(CC)CC)C. Product: [Br:10][C:5]1[C:6](=[O:9])[CH2:7][O:8][CH:3]([O:2][CH3:1])[CH:4]=1. The catalyst class is: 390. (3) Reactant: [CH2:1]([O:3][C:4](=[O:18])[CH2:5][N:6]1[C:14]2[C:9](=[CH:10][C:11]([O:15]C)=[CH:12][CH:13]=2)[CH:8]=[C:7]1[CH3:17])[CH3:2].B(Br)(Br)Br. Product: [CH2:1]([O:3][C:4](=[O:18])[CH2:5][N:6]1[C:14]2[C:9](=[CH:10][C:11]([OH:15])=[CH:12][CH:13]=2)[CH:8]=[C:7]1[CH3:17])[CH3:2]. The catalyst class is: 2. (4) Reactant: [Br:1][C:2]1[C:3]([CH3:14])=[N:4][NH:5][C:6]=1[C:7]1[CH:12]=[CH:11][C:10]([F:13])=[CH:9][CH:8]=1.[CH:15]1([CH2:19]O)[CH2:18][CH2:17][CH2:16]1.C1(P(C2C=CC=CC=2)C2C=CC=CC=2)C=CC=CC=1.N(C(OC(C)C)=O)=NC(OC(C)C)=O. Product: [Br:1][C:2]1[C:3]([CH3:14])=[N:4][N:5]([CH2:19][CH:15]2[CH2:18][CH2:17][CH2:16]2)[C:6]=1[C:7]1[CH:12]=[CH:11][C:10]([F:13])=[CH:9][CH:8]=1. The catalyst class is: 7. (5) The catalyst class is: 7. Product: [CH:21]([C:2]1[C:3]([CH3:12])=[CH:4][C:5]([CH3:11])=[C:6]([CH:10]=1)[C:7]([OH:9])=[O:8])=[O:22]. Reactant: I[C:2]1[C:3]([CH3:12])=[CH:4][C:5]([CH3:11])=[C:6]([CH:10]=1)[C:7]([OH:9])=[O:8].[Li]CCCC.CN([CH:21]=[O:22])C. (6) Reactant: [NH2:1][CH2:2][CH:3]([OH:6])[CH2:4][OH:5].[CH3:7][C:8]([O:11][C:12](O[C:12]([O:11][C:8]([CH3:10])([CH3:9])[CH3:7])=[O:13])=[O:13])([CH3:10])[CH3:9].[OH-].[Na+].Cl. Product: [C:8]([O:11][C:12]([NH:1][CH2:2][CH:3]([OH:6])[CH2:4][OH:5])=[O:13])([CH3:10])([CH3:9])[CH3:7]. The catalyst class is: 238. (7) Reactant: [Br:1][C:2]1[CH:6]=[N:5][N:4]([CH3:7])[C:3]=1[NH:8][C:9]1[CH:14]=[CH:13][C:12](I)=[CH:11][CH:10]=1.[F:16][C:17]1[CH:18]=[C:19](B(O)O)[CH:20]=[C:21]([F:23])[CH:22]=1.C(=O)([O-])[O-].[Cs+].[Cs+].COCCOC. Product: [Br:1][C:2]1[CH:6]=[N:5][N:4]([CH3:7])[C:3]=1[NH:8][C:9]1[CH:14]=[CH:13][C:12]([C:19]2[CH:18]=[C:17]([F:16])[CH:22]=[C:21]([F:23])[CH:20]=2)=[CH:11][CH:10]=1. The catalyst class is: 690.